Dataset: Forward reaction prediction with 1.9M reactions from USPTO patents (1976-2016). Task: Predict the product of the given reaction. (1) The product is: [C:29]([O:28][C:26]([NH:25][C@:7]([CH3:24])([CH2:8][CH2:9][C:10]1[CH:15]=[CH:14][C:13]([O:16][CH2:17][CH2:18][CH2:19][CH2:20][CH2:21][CH2:22][CH3:23])=[CH:12][CH:11]=1)/[CH:6]=[CH:5]/[C:4]([OH:33])=[O:3])=[O:27])([CH3:32])([CH3:31])[CH3:30]. Given the reactants C([O:3][C:4](=[O:33])/[CH:5]=[CH:6]/[C@@:7]([NH:25][C:26]([O:28][C:29]([CH3:32])([CH3:31])[CH3:30])=[O:27])([CH3:24])[CH2:8][CH2:9][C:10]1[CH:15]=[CH:14][C:13]([O:16][CH2:17][CH2:18][CH2:19][CH2:20][CH2:21][CH2:22][CH3:23])=[CH:12][CH:11]=1)C.[OH-].[Li+].CCOC(C)=O.Cl, predict the reaction product. (2) Given the reactants [Cl:1][C:2]1[CH:19]=[C:18]([Cl:20])[CH:17]=[CH:16][C:3]=1[O:4][C:5]1[C:10]([CH2:11][OH:12])=[CH:9][CH:8]=[C:7]([O:13][CH2:14][CH3:15])[N:6]=1.C1(C)C=CC=CC=1, predict the reaction product. The product is: [Cl:1][C:2]1[CH:19]=[C:18]([Cl:20])[CH:17]=[CH:16][C:3]=1[O:4][C:5]1[N:6]=[C:7]([O:13][CH2:14][CH3:15])[CH:8]=[CH:9][C:10]=1[CH:11]=[O:12]. (3) Given the reactants Cl[C:2]([O:4][CH2:5][CH3:6])=[O:3].[CH3:7][O:8][C:9](=[O:41])[CH2:10][C@H:11]1[C:15]2[CH:16]=[CH:17][C:18]([O:20][C@H:21]3[C:29]4[C:24](=[C:25]([CH2:34][N:35]5[CH2:40][CH2:39][NH:38][CH2:37][CH2:36]5)[C:26]([C:30]([F:33])([F:32])[F:31])=[CH:27][CH:28]=4)[CH2:23][CH2:22]3)=[CH:19][C:14]=2[O:13][CH2:12]1, predict the reaction product. The product is: [CH3:7][O:8][C:9](=[O:41])[CH2:10][C@H:11]1[C:15]2[CH:16]=[CH:17][C:18]([O:20][C@H:21]3[C:29]4[C:24](=[C:25]([CH2:34][N:35]5[CH2:36][CH2:37][N:38]([C:2]([O:4][CH2:5][CH3:6])=[O:3])[CH2:39][CH2:40]5)[C:26]([C:30]([F:31])([F:32])[F:33])=[CH:27][CH:28]=4)[CH2:23][CH2:22]3)=[CH:19][C:14]=2[O:13][CH2:12]1.